This data is from NCI-60 drug combinations with 297,098 pairs across 59 cell lines. The task is: Regression. Given two drug SMILES strings and cell line genomic features, predict the synergy score measuring deviation from expected non-interaction effect. (1) Drug 1: CCN(CC)CCNC(=O)C1=C(NC(=C1C)C=C2C3=C(C=CC(=C3)F)NC2=O)C. Drug 2: CN(C(=O)NC(C=O)C(C(C(CO)O)O)O)N=O. Cell line: PC-3. Synergy scores: CSS=0.909, Synergy_ZIP=-0.707, Synergy_Bliss=-5.28, Synergy_Loewe=3.01, Synergy_HSA=-6.62. (2) Drug 1: C1CCC(CC1)NC(=O)N(CCCl)N=O. Drug 2: CCN(CC)CCCC(C)NC1=C2C=C(C=CC2=NC3=C1C=CC(=C3)Cl)OC. Cell line: MALME-3M. Synergy scores: CSS=59.9, Synergy_ZIP=21.9, Synergy_Bliss=19.4, Synergy_Loewe=17.3, Synergy_HSA=18.7. (3) Drug 1: CCC1(CC2CC(C3=C(CCN(C2)C1)C4=CC=CC=C4N3)(C5=C(C=C6C(=C5)C78CCN9C7C(C=CC9)(C(C(C8N6C=O)(C(=O)OC)O)OC(=O)C)CC)OC)C(=O)OC)O.OS(=O)(=O)O. Drug 2: CN(CCCl)CCCl.Cl. Cell line: SF-268. Synergy scores: CSS=14.6, Synergy_ZIP=0.136, Synergy_Bliss=-1.14, Synergy_Loewe=0.960, Synergy_HSA=1.09. (4) Drug 1: CC1=CC2C(CCC3(C2CCC3(C(=O)C)OC(=O)C)C)C4(C1=CC(=O)CC4)C. Drug 2: C(CN)CNCCSP(=O)(O)O. Cell line: UACC62. Synergy scores: CSS=0.212, Synergy_ZIP=1.66, Synergy_Bliss=-0.00631, Synergy_Loewe=-4.58, Synergy_HSA=-3.82. (5) Drug 1: C1CCC(CC1)NC(=O)N(CCCl)N=O. Drug 2: C1CNP(=O)(OC1)N(CCCl)CCCl. Cell line: NCI-H226. Synergy scores: CSS=12.6, Synergy_ZIP=-2.15, Synergy_Bliss=7.32, Synergy_Loewe=-8.62, Synergy_HSA=3.85.